This data is from Full USPTO retrosynthesis dataset with 1.9M reactions from patents (1976-2016). The task is: Predict the reactants needed to synthesize the given product. (1) Given the product [Cl:22][C:21]1[C:16]([O:15][C@@H:12]2[CH2:13][CH2:14][C@H:9]([OH:8])[CH2:10][C@H:11]2[C:45]2[N:49]([CH3:50])[N:48]=[CH:47][CH:46]=2)=[CH:17][C:18]([F:44])=[C:19]([S:23]([N:26]([CH2:33][C:34]2[CH:39]=[CH:38][C:37]([O:40][CH3:41])=[CH:36][C:35]=2[O:42][CH3:43])[C:27]2[CH:32]=[CH:31][N:30]=[CH:29][N:28]=2)(=[O:25])=[O:24])[CH:20]=1, predict the reactants needed to synthesize it. The reactants are: [Si]([O:8][C@H:9]1[CH2:14][CH2:13][C@@H:12]([O:15][C:16]2[C:21]([Cl:22])=[CH:20][C:19]([S:23]([N:26]([CH2:33][C:34]3[CH:39]=[CH:38][C:37]([O:40][CH3:41])=[CH:36][C:35]=3[O:42][CH3:43])[C:27]3[CH:32]=[CH:31][N:30]=[CH:29][N:28]=3)(=[O:25])=[O:24])=[C:18]([F:44])[CH:17]=2)[C@H:11]([C:45]2[N:49]([CH3:50])[N:48]=[CH:47][CH:46]=2)[CH2:10]1)(C(C)(C)C)(C)C.[F-].C([N+](CCCC)(CCCC)CCCC)CCC. (2) Given the product [CH:1]1([C:4]2[C:5]([O:12][CH2:13][CH:14]3[CH2:16][CH2:15]3)=[CH:6][C:7]([C:10]([OH:20])=[O:17])=[N:8][CH:9]=2)[CH2:3][CH2:2]1, predict the reactants needed to synthesize it. The reactants are: [CH:1]1([C:4]2[C:5]([O:12][CH2:13][CH:14]3[CH2:16][CH2:15]3)=[CH:6][C:7]([C:10]#N)=[N:8][CH:9]=2)[CH2:3][CH2:2]1.[OH-:17].[K+].Cl.[OH2:20].